Dataset: Forward reaction prediction with 1.9M reactions from USPTO patents (1976-2016). Task: Predict the product of the given reaction. (1) The product is: [C:1]([O:5][C:6]([N:8]1[CH2:13][CH2:12][N:11]([C:14]2[C:23]3[C:18](=[CH:19][C:20]([Cl:24])=[CH:21][CH:22]=3)[N:17]=[C:16]([NH:31][CH:28]3[CH2:30][CH2:29]3)[CH:15]=2)[CH2:10][CH2:9]1)=[O:7])([CH3:4])([CH3:3])[CH3:2]. Given the reactants [C:1]([O:5][C:6]([N:8]1[CH2:13][CH2:12][N:11]([C:14]2[C:23]3[C:18](=[CH:19][C:20]([Cl:24])=[CH:21][CH:22]=3)[NH:17][C:16](=O)[CH:15]=2)[CH2:10][CH2:9]1)=[O:7])([CH3:4])([CH3:3])[CH3:2].[H-].[Na+].[CH:28]1([NH2:31])[CH2:30][CH2:29]1, predict the reaction product. (2) Given the reactants CS[C:3]1[C:4]2[CH:12]=[CH:11][N:10]=[CH:9][C:5]=2[N:6]=[CH:7][N:8]=1.[Br:13][C:14]1[CH:15]=[C:16]([CH:18]=[CH:19][CH:20]=1)[NH2:17], predict the reaction product. The product is: [Br:13][C:14]1[CH:15]=[C:16]([CH:18]=[CH:19][CH:20]=1)[NH:17][C:3]1[C:4]2[CH:12]=[CH:11][N:10]=[CH:9][C:5]=2[N:6]=[CH:7][N:8]=1. (3) Given the reactants [Cl:1][C:2]1[CH:18]=[C:17]([Cl:19])[C:16]([O:20][CH2:21][C:22]2[CH:27]=[CH:26][C:25]([O:28][CH3:29])=[CH:24][CH:23]=2)=[CH:15][C:3]=1[O:4][C:5]1[N:9]([CH3:10])[N:8]=[C:7]([CH3:11])[C:6]=1[C:12](O)=[O:13].O[NH:31][C:32](=[NH:34])[CH3:33].O, predict the reaction product. The product is: [Cl:1][C:2]1[CH:18]=[C:17]([Cl:19])[C:16]([O:20][CH2:21][C:22]2[CH:27]=[CH:26][C:25]([O:28][CH3:29])=[CH:24][CH:23]=2)=[CH:15][C:3]=1[O:4][C:5]1[N:9]([CH3:10])[N:8]=[C:7]([CH3:11])[C:6]=1[C:12]1[O:13][N:34]=[C:32]([CH3:33])[N:31]=1. (4) Given the reactants [Zn](CC)CC.[CH:6]1([CH:12]=[O:13])[CH2:11][CH2:10][CH2:9][CH2:8][CH2:7]1.[C:14]1(C)[CH:19]=CC=[CH:16][CH:15]=1, predict the reaction product. The product is: [CH3:19][CH:14]=[CH:15][CH2:16][C@@H:12]([CH:6]1[CH2:11][CH2:10][CH2:9][CH2:8][CH2:7]1)[OH:13]. (5) Given the reactants [C:1]([C:4]1[C:5]([C:20](=[O:22])[CH3:21])=[C:6]([CH3:19])[N:7]([C:10]2[CH:15]=[CH:14][C:13]([OH:16])=[CH:12][C:11]=2[O:17][CH3:18])[C:8]=1[CH3:9])(=[O:3])[CH3:2].C([O-])([O-])=O.[K+].[K+].Br[CH2:30][CH3:31], predict the reaction product. The product is: [C:20]([C:5]1[C:4]([C:1](=[O:3])[CH3:2])=[C:8]([CH3:9])[N:7]([C:10]2[CH:15]=[CH:14][C:13]([O:16][CH2:30][CH3:31])=[CH:12][C:11]=2[O:17][CH3:18])[C:6]=1[CH3:19])(=[O:22])[CH3:21]. (6) Given the reactants [Br:1][C:2]1[CH:7]=[CH:6][CH:5]=[CH:4][C:3]=1[N+:8]([O-])=O.[C:11]([Mg]Br)([CH3:13])=[CH2:12].[NH4+].[Cl-], predict the reaction product. The product is: [Br:1][C:2]1[CH:7]=[CH:6][CH:5]=[C:4]2[C:3]=1[NH:8][C:11]([CH3:13])=[CH:12]2. (7) Given the reactants [CH:1]1([NH2:7])[CH2:6][CH2:5][CH2:4][CH2:3][CH2:2]1.C[Al](C)C.C[O:13][C:14]([C:16]1[C:20]([CH3:21])=[C:19]([C:22]2[CH:27]=[C:26]([C:28]([F:31])([F:30])[F:29])[CH:25]=[C:24]([C:32]([F:35])([F:34])[F:33])[CH:23]=2)[N:18]([CH2:36][CH:37]2[CH2:42][CH2:41][CH2:40][CH2:39][CH2:38]2)[C:17]=1[CH3:43])=O, predict the reaction product. The product is: [CH:1]1([NH:7][C:14]([C:16]2[C:20]([CH3:21])=[C:19]([C:22]3[CH:27]=[C:26]([C:28]([F:29])([F:30])[F:31])[CH:25]=[C:24]([C:32]([F:35])([F:34])[F:33])[CH:23]=3)[N:18]([CH2:36][CH:37]3[CH2:38][CH2:39][CH2:40][CH2:41][CH2:42]3)[C:17]=2[CH3:43])=[O:13])[CH2:6][CH2:5][CH2:4][CH2:3][CH2:2]1. (8) Given the reactants [OH-].[Na+].C[O:4][C:5](=[O:41])[CH2:6][C:7]1[CH:12]=[CH:11][C:10]([C:13]2[CH:18]=[CH:17][C:16]([C:19]([CH2:37][CH3:38])([C:22]3[CH:27]=[CH:26][C:25]([CH2:28][CH2:29][C:30]4([OH:35])[CH2:34][CH2:33][CH2:32][CH2:31]4)=[C:24]([CH3:36])[CH:23]=3)[CH2:20][CH3:21])=[CH:15][C:14]=2[CH3:39])=[CH:9][C:8]=1[F:40].[Cl-].[NH4+], predict the reaction product. The product is: [CH2:20]([C:19]([C:16]1[CH:17]=[CH:18][C:13]([C:10]2[CH:11]=[CH:12][C:7]([CH2:6][C:5]([OH:41])=[O:4])=[C:8]([F:40])[CH:9]=2)=[C:14]([CH3:39])[CH:15]=1)([C:22]1[CH:27]=[CH:26][C:25]([CH2:28][CH2:29][C:30]2([OH:35])[CH2:34][CH2:33][CH2:32][CH2:31]2)=[C:24]([CH3:36])[CH:23]=1)[CH2:37][CH3:38])[CH3:21]. (9) Given the reactants [Cl:1][C:2]1[CH:3]=[CH:4][CH:5]=[C:6]2[C:11]=1[C:10]([CH:12]=C)=[N:9][C:8]([C@@H:14]([NH:16][C:17]1[N:25]=[CH:24][N:23]=[C:22]3[C:18]=1[N:19]=[CH:20][N:21]3[CH2:26][C:27]1[CH:32]=[CH:31][C:30]([O:33][CH3:34])=[CH:29][CH:28]=1)[CH3:15])=[CH:7]2.I([O-])(=O)(=O)=[O:36].[Na+], predict the reaction product. The product is: [Cl:1][C:2]1[CH:3]=[CH:4][CH:5]=[C:6]2[C:11]=1[C:10]([CH:12]=[O:36])=[N:9][C:8]([C@@H:14]([NH:16][C:17]1[N:25]=[CH:24][N:23]=[C:22]3[C:18]=1[N:19]=[CH:20][N:21]3[CH2:26][C:27]1[CH:32]=[CH:31][C:30]([O:33][CH3:34])=[CH:29][CH:28]=1)[CH3:15])=[CH:7]2. (10) Given the reactants [CH3:1][N:2]1[CH2:7][CH2:6][N:5]([CH:8]2[CH2:17][CH2:16][C:11]3(OCC[O:12]3)[CH2:10][CH2:9]2)[CH2:4][C:3]1=[O:18].[OH-].[Na+], predict the reaction product. The product is: [CH3:1][N:2]1[CH2:7][CH2:6][N:5]([CH:8]2[CH2:9][CH2:10][C:11](=[O:12])[CH2:16][CH2:17]2)[CH2:4][C:3]1=[O:18].